From a dataset of Full USPTO retrosynthesis dataset with 1.9M reactions from patents (1976-2016). Predict the reactants needed to synthesize the given product. (1) Given the product [Cl:13][C:9]1[CH:10]=[C:4]([O:3][C:2]([F:11])([F:12])[F:1])[CH:5]=[CH:6][C:7]=1[NH2:8], predict the reactants needed to synthesize it. The reactants are: [F:1][C:2]([F:12])([F:11])[O:3][C:4]1[CH:10]=[CH:9][C:7]([NH2:8])=[CH:6][CH:5]=1.[Cl:13]N1C(=O)CCC1=O. (2) Given the product [C:11]([C:15]1([CH2:34][CH2:35][CH3:36])[N:20]2[CH:21]=[N:22][CH:23]=[C:19]2[CH2:18][N:17]([CH2:24][C:25]2[CH:26]=[CH:27][C:28]([F:31])=[CH:29][CH:30]=2)[C:16]1=[O:32])([CH3:14])([CH3:12])[CH3:13], predict the reactants needed to synthesize it. The reactants are: [Li+].C[Si]([N-][Si](C)(C)C)(C)C.[C:11]([CH:15]1[N:20]2[CH:21]=[N:22][CH:23]=[C:19]2[CH2:18][N:17]([CH2:24][C:25]2[CH:30]=[CH:29][C:28]([F:31])=[CH:27][CH:26]=2)[C:16]1=[O:32])([CH3:14])([CH3:13])[CH3:12].I[CH2:34][CH2:35][CH3:36].[NH4+].[Cl-]. (3) The reactants are: [C:1]1([C:7](=[CH2:21])[C:8]([C:10]2[CH:20]=[CH:19][C:13]3[O:14][CH2:15][C:16](=[O:18])[NH:17][C:12]=3[CH:11]=2)=O)[CH:6]=[CH:5][CH:4]=[CH:3][CH:2]=1.Cl.[F:23][C:24]1[CH:29]=[CH:28][C:27]([NH:30][NH2:31])=[CH:26][CH:25]=1.C(N(CC)CC)C. Given the product [F:23][C:24]1[CH:29]=[CH:28][C:27]([N:30]2[CH2:21][CH:7]([C:1]3[CH:6]=[CH:5][CH:4]=[CH:3][CH:2]=3)[C:8]([C:10]3[CH:20]=[CH:19][C:13]4[O:14][CH2:15][C:16](=[O:18])[NH:17][C:12]=4[CH:11]=3)=[N:31]2)=[CH:26][CH:25]=1, predict the reactants needed to synthesize it. (4) Given the product [N:1]1[CH:12]=[CH:13][N:7]2[C:2]=1[CH:3]=[CH:4][C:5]([C:8]([OH:10])=[O:9])=[N:6]2, predict the reactants needed to synthesize it. The reactants are: [NH2:1][C:2]1[N:7]=[N:6][C:5]([C:8]([OH:10])=[O:9])=[CH:4][CH:3]=1.Cl[CH2:12][CH:13]=O. (5) Given the product [CH3:12][C:10]([O:13][C:14]([N:1]([C:14]([O:13][C:10]([CH3:12])([CH3:11])[CH3:9])=[O:15])[C:2]1[CH:7]=[N:6][CH:5]=[C:4]([Br:8])[CH:3]=1)=[O:15])([CH3:9])[CH3:11], predict the reactants needed to synthesize it. The reactants are: [NH2:1][C:2]1[CH:3]=[C:4]([Br:8])[CH:5]=[N:6][CH:7]=1.[CH3:9][C:10]([O:13][C:14](O[C:14]([O:13][C:10]([CH3:12])([CH3:11])[CH3:9])=[O:15])=[O:15])([CH3:12])[CH3:11]. (6) Given the product [CH3:24][O:25][C:26]1[CH:35]=[C:34]([O:36][CH3:37])[CH:33]=[CH:32][C:27]=1[CH2:28][N:29]1[C:17]([OH:19])=[C:11]([C:12]([O:14][CH2:15][CH3:16])=[O:13])[C:9](=[O:10])[N:8]([CH2:7][C:1]2[CH:2]=[CH:3][CH:4]=[CH:5][CH:6]=2)[C:30]1=[O:31], predict the reactants needed to synthesize it. The reactants are: [C:1]1([CH2:7][NH:8][C:9]([CH:11]([C:17]([O:19]CC)=O)[C:12]([O:14][CH2:15][CH3:16])=[O:13])=[O:10])[CH:6]=[CH:5][CH:4]=[CH:3][CH:2]=1.[H-].[Na+].[CH3:24][O:25][C:26]1[CH:35]=[C:34]([O:36][CH3:37])[CH:33]=[CH:32][C:27]=1[CH2:28][N:29]=[C:30]=[O:31].Cl. (7) Given the product [CH3:1][C:2]1[N:3]([CH2:23][O:22][CH2:21][CH2:20][Si:19]([CH3:26])([CH3:25])[CH3:18])[CH:4]=[N:5][C:6]=1[CH2:7][OH:8], predict the reactants needed to synthesize it. The reactants are: [CH3:1][C:2]1[N:3]=[CH:4][NH:5][C:6]=1[CH2:7][OH:8].CCN(C(C)C)C(C)C.[CH3:18][Si:19]([CH3:26])([CH3:25])[CH2:20][CH2:21][O:22][CH2:23]Cl. (8) Given the product [N:1]([O-:3])=[O:2].[Ag+:4].[CH2:5]([S:7][CH2:8][CH3:9])[CH3:6], predict the reactants needed to synthesize it. The reactants are: [N:1]([O-:3])=[O:2].[Ag+:4].[CH2:5]([S:7][CH2:8][CH3:9])[CH3:6]. (9) Given the product [Br:10][C:11]1[CH:16]=[CH:15][C:14]([NH:17][C:18]2[C:23]([C:24]([OH:26])=[O:25])=[CH:22][N:21]=[C:20]([Cl:27])[C:19]=2[Cl:1])=[C:13]([Cl:28])[CH:12]=1, predict the reactants needed to synthesize it. The reactants are: [Cl:1]N1C(=O)CCC1=O.Cl.[Br:10][C:11]1[CH:16]=[CH:15][C:14]([NH:17][C:18]2[C:23]([C:24]([OH:26])=[O:25])=[CH:22][N:21]=[C:20]([Cl:27])[CH:19]=2)=[C:13]([Cl:28])[CH:12]=1.